Dataset: Peptide-MHC class I binding affinity with 185,985 pairs from IEDB/IMGT. Task: Regression. Given a peptide amino acid sequence and an MHC pseudo amino acid sequence, predict their binding affinity value. This is MHC class I binding data. The peptide sequence is VVSYEAGEW. The MHC is HLA-A26:01 with pseudo-sequence HLA-A26:01. The binding affinity (normalized) is 0.0847.